From a dataset of Forward reaction prediction with 1.9M reactions from USPTO patents (1976-2016). Predict the product of the given reaction. (1) Given the reactants [NH:1]1[CH2:5][CH2:4][CH2:3][C@H:2]1[C:6]([OH:8])=[O:7].C([O-])([O-])=O.[Na+].[Na+].Cl[C:16]([O:18][CH2:19][CH:20]=[CH2:21])=[O:17], predict the reaction product. The product is: [CH2:19]([O:18][C:16]([N:1]1[CH2:5][CH2:4][CH2:3][C@H:2]1[C:6]([OH:8])=[O:7])=[O:17])[CH:20]=[CH2:21]. (2) Given the reactants [CH3:1][S:2]([CH3:4])=O.O(S(C(F)(F)F)(=O)=O)S(C(F)(F)F)(=O)=O.[Br:20][C:21]1[N:22]=[CH:23][C:24]([NH2:27])=[N:25][CH:26]=1, predict the reaction product. The product is: [Br:20][C:21]1[CH:26]=[N:25][C:24]([N:27]=[S:2]([CH3:4])[CH3:1])=[CH:23][N:22]=1.